From a dataset of Retrosynthesis with 50K atom-mapped reactions and 10 reaction types from USPTO. Predict the reactants needed to synthesize the given product. Given the product O=C(O)C[C@H]1CCCN(CC(O)c2ccc3c(c2)CCc2c-3noc2-c2noc(-c3ccccc3)c2C(F)(F)F)C1, predict the reactants needed to synthesize it. The reactants are: CCOC(=O)C[C@H]1CCCN(CC(O)c2ccc3c(c2)CCc2c-3noc2-c2noc(-c3ccccc3)c2C(F)(F)F)C1.